The task is: Regression. Given two drug SMILES strings and cell line genomic features, predict the synergy score measuring deviation from expected non-interaction effect.. This data is from NCI-60 drug combinations with 297,098 pairs across 59 cell lines. (1) Drug 1: C1CC(C1)(C(=O)O)C(=O)O.[NH2-].[NH2-].[Pt+2]. Drug 2: CC12CCC3C(C1CCC2O)C(CC4=C3C=CC(=C4)O)CCCCCCCCCS(=O)CCCC(C(F)(F)F)(F)F. Cell line: NCI-H460. Synergy scores: CSS=33.8, Synergy_ZIP=-6.31, Synergy_Bliss=-2.22, Synergy_Loewe=-4.66, Synergy_HSA=-1.89. (2) Drug 1: CC1=C(C=C(C=C1)NC(=O)C2=CC=C(C=C2)CN3CCN(CC3)C)NC4=NC=CC(=N4)C5=CN=CC=C5. Drug 2: CC1=C2C(C(=O)C3(C(CC4C(C3C(C(C2(C)C)(CC1OC(=O)C(C(C5=CC=CC=C5)NC(=O)C6=CC=CC=C6)O)O)OC(=O)C7=CC=CC=C7)(CO4)OC(=O)C)O)C)OC(=O)C. Cell line: SW-620. Synergy scores: CSS=51.3, Synergy_ZIP=13.8, Synergy_Bliss=12.4, Synergy_Loewe=-21.9, Synergy_HSA=5.54. (3) Drug 1: CNC(=O)C1=CC=CC=C1SC2=CC3=C(C=C2)C(=NN3)C=CC4=CC=CC=N4. Drug 2: C1CC(C1)(C(=O)O)C(=O)O.[NH2-].[NH2-].[Pt+2]. Cell line: MCF7. Synergy scores: CSS=26.7, Synergy_ZIP=-1.77, Synergy_Bliss=5.27, Synergy_Loewe=6.68, Synergy_HSA=6.86. (4) Drug 1: C1=NC2=C(N=C(N=C2N1C3C(C(C(O3)CO)O)F)Cl)N. Drug 2: CNC(=O)C1=NC=CC(=C1)OC2=CC=C(C=C2)NC(=O)NC3=CC(=C(C=C3)Cl)C(F)(F)F. Cell line: EKVX. Synergy scores: CSS=0.270, Synergy_ZIP=0.130, Synergy_Bliss=0.484, Synergy_Loewe=-1.64, Synergy_HSA=-2.63. (5) Drug 1: CCN(CC)CCCC(C)NC1=C2C=C(C=CC2=NC3=C1C=CC(=C3)Cl)OC. Drug 2: CC(C)CN1C=NC2=C1C3=CC=CC=C3N=C2N. Cell line: HS 578T. Synergy scores: CSS=22.8, Synergy_ZIP=-3.98, Synergy_Bliss=-1.61, Synergy_Loewe=2.54, Synergy_HSA=2.69.